From a dataset of Forward reaction prediction with 1.9M reactions from USPTO patents (1976-2016). Predict the product of the given reaction. (1) Given the reactants Br[C:2]1[CH:7]=[CH:6][N:5]=[C:4]2[N:8]([S:12]([C:15]3[CH:20]=[CH:19][CH:18]=[CH:17][CH:16]=3)(=[O:14])=[O:13])[C:9]([CH3:11])=[CH:10][C:3]=12.C(=O)([O-])[O-].[Na+].[Na+].O1[CH2:32][CH2:31]OCC1, predict the reaction product. The product is: [CH3:11][C:9]1[N:8]([S:12]([C:15]2[CH:20]=[CH:19][CH:18]=[CH:17][CH:16]=2)(=[O:14])=[O:13])[C:4]2=[N:5][CH:6]=[CH:7][C:2]([C:32]3[CH:31]=[CH:11][C:9]([NH2:8])=[CH:10][CH:3]=3)=[C:3]2[CH:10]=1. (2) Given the reactants [N+:1]([C:4]1[CH:5]=[CH:6][C:7](OC2C=C3C(=CC=2)OC(C2C=CC=CC=2)CC3)=[N:8][CH:9]=1)([O-:3])=[O:2].[F:27][C:28]1[CH:33]=[CH:32][C:31]([F:34])=[CH:30][C:29]=1[CH:35]1[CH2:44][CH2:43][C:42]2[C:37](=[CH:38][CH:39]=[C:40]([OH:45])[CH:41]=2)[O:36]1, predict the reaction product. The product is: [F:27][C:28]1[CH:33]=[CH:32][C:31]([F:34])=[CH:30][C:29]=1[CH:35]1[CH2:44][CH2:43][C:42]2[C:37](=[CH:38][CH:39]=[C:40]([O:45][C:7]3[CH:6]=[CH:5][C:4]([N+:1]([O-:3])=[O:2])=[CH:9][N:8]=3)[CH:41]=2)[O:36]1. (3) Given the reactants [CH3:1][C:2]1[C:3]([N+:13]([O-:15])=[O:14])=[C:4]2[C:9](=[CH:10][CH:11]=1)[CH:8]=[N+:7]([O-])[CH:6]=[CH:5]2.O=P(Cl)(Cl)[Cl:18], predict the reaction product. The product is: [Cl:18][C:8]1[C:9]2[C:4](=[C:3]([N+:13]([O-:15])=[O:14])[C:2]([CH3:1])=[CH:11][CH:10]=2)[CH:5]=[CH:6][N:7]=1. (4) Given the reactants [Cl:1][C:2]1[CH:7]=[C:6]([Cl:8])[CH:5]=[CH:4][C:3]=1[C:9]1[N:10]=[C:11](/[CH:18]=[CH:19]/[C:20]2[CH:25]=[CH:24][C:23]([O:26][CH3:27])=[CH:22][CH:21]=2)[N:12]([CH2:14][C:15]([OH:17])=O)[CH:13]=1.[F:28][C:29]1[CH:37]=[CH:36][C:32]([CH2:33][CH2:34][NH2:35])=[CH:31][CH:30]=1, predict the reaction product. The product is: [Cl:1][C:2]1[CH:7]=[C:6]([Cl:8])[CH:5]=[CH:4][C:3]=1[C:9]1[N:10]=[C:11](/[CH:18]=[CH:19]/[C:20]2[CH:25]=[CH:24][C:23]([O:26][CH3:27])=[CH:22][CH:21]=2)[N:12]([CH2:14][C:15]([NH:35][CH2:34][CH2:33][C:32]2[CH:36]=[CH:37][C:29]([F:28])=[CH:30][CH:31]=2)=[O:17])[CH:13]=1. (5) Given the reactants CO[C:3]1[CH:8]=[CH:7][CH:6]=[CH:5][C:4]=1[S:9][CH2:10][CH2:11][CH2:12][N:13]([C@H:29]1[CH2:34][CH2:33][C@H:32]([CH3:35])[CH2:31][CH2:30]1)[C:14](=[O:28])[NH:15][C:16]1[S:17][C:18]([S:21][C:22]([CH3:27])([CH3:26])[C:23]([OH:25])=[O:24])=[CH:19][N:20]=1.[CH3:36][O:37]C1C=C(S)C=CC=1.C(OC(=O)C(SC1SC(N)=NC=1)(C)C)C, predict the reaction product. The product is: [CH3:36][O:37][C:8]1[CH:3]=[C:4]([S:9][CH2:10][CH2:11][CH2:12][N:13]([C@H:29]2[CH2:34][CH2:33][C@H:32]([CH3:35])[CH2:31][CH2:30]2)[C:14](=[O:28])[NH:15][C:16]2[S:17][C:18]([S:21][C:22]([CH3:27])([CH3:26])[C:23]([OH:25])=[O:24])=[CH:19][N:20]=2)[CH:5]=[CH:6][CH:7]=1. (6) Given the reactants [CH3:1][C:2]1[C:12](=[O:13])[C:11]2[C:6](=[CH:7][CH:8]=[CH:9][CH:10]=2)[C:4](=[O:5])[C:3]=1[CH2:14]/[CH:15]=[C:16](/[CH2:18][CH2:19]/[CH:20]=[C:21](/[CH2:23][CH2:24]/[CH:25]=[C:26](/[CH2:28][CH2:29]/[CH:30]=[C:31](/[CH2:33][CH2:34]/[CH:35]=[C:36](/[CH2:38][CH2:39][CH:40]=[C:41]([CH3:43])[CH3:42])\[CH3:37])\[CH3:32])\[CH3:27])\[CH3:22])\[CH3:17].[C:44]([O-:47])(=O)[CH3:45].[Na+], predict the reaction product. The product is: [CH3:17][C:16]([CH2:18][CH2:19][CH:20]=[C:21]([CH3:22])[CH2:23][CH2:24][CH:25]=[C:26]([CH3:27])[CH2:28][CH2:29][CH:30]=[C:31]([CH3:32])[CH2:33][CH2:34][CH:35]=[C:36]([CH3:37])[CH2:38][CH2:39][CH:40]=[C:41]([CH3:43])[CH2:42][CH2:4][CH:3]=[C:2]([CH3:12])[CH3:1])=[CH:15][CH2:14][C:3]1[C:2]([CH3:1])=[C:12]([O:13][C:44](=[O:47])[CH3:45])[C:11]2[C:6]([C:4]=1[OH:5])=[CH:7][CH:8]=[CH:9][CH:10]=2.